Dataset: Experimentally validated miRNA-target interactions with 360,000+ pairs, plus equal number of negative samples. Task: Binary Classification. Given a miRNA mature sequence and a target amino acid sequence, predict their likelihood of interaction. (1) The miRNA is hsa-miR-3919 with sequence GCAGAGAACAAAGGACUCAGU. The protein sequence of the target gene is MNRIRIHVLPTNRGRITPVPRSQEPLSCAFTHRPCSHPRLEGQEFCIKHILEDKNAPFKQCSYISTKNGKRCPNAAPKPEKKDGVSFCAEHVRRNALALHAQMKKTNPGPVGETLLCQLSSYAKTELGSQTPESSRSEASRILDEDSWSDGEQEPITVDQTWRGDPDSEADSIDSDQEDPLKHAGVYTAEEVALIMREKLIRLQSLYIDQFKRLQHLLKEKKRRYLHNRKVEHEALGSSLLTGPEGLLAKERENLKRLKCLRRYRQRYGVEALLHRQLKERRMLATDGAAQQAHTTRSSQ.... Result: 0 (no interaction). (2) The miRNA is hsa-miR-802 with sequence CAGUAACAAAGAUUCAUCCUUGU. The protein sequence of the target gene is MADLEEQLSDEEKVRIAAKFIIHAPPGEFNEVFNDVRLLLNNDNLLREGAAHAFAQYNLDQFTPVKIEGYEDQVLITEHGDLGNGKFLDPKNRICFKFDHLRKEATDPRPYEAENAIESWRTSVETALRAYVKEHYPNGVCTVYGKKVDGQQTIIACIESHQFQAKNFWNGRWRSEWKFTVTPSTTQVVGILKIQVHYYEDGNVQLVSHKDIQDSLTVSNEVQTAKEFIKIVEAAENEYQTAISENYQTMSDTTFKALRRQLPVTRTKIDWNKILSYKIGKEMQNA. Result: 0 (no interaction). (3) The miRNA is hsa-miR-6718-5p with sequence UAGUGGUCAGAGGGCUUAUGA. The protein sequence of the target gene is MLEGHESYDTENFYFREIRKNLQEVDFQWKDGEINYKEGPMTHKNNLTGQRVRHSQGDVENKHMENQLILRFQSGLGELQKFQTAEKIYGCNQIERTVNNCFLASPLQRIFPGVQTNISRKYGNDFLQLSLPTQDEKTHIREKPYIGNECGKAFRVSSSLINHQMIHTTEKPYRCNESGKAFHRGSLLTVHQIVHTRGKPYQCDVCGRIFRQNSDLVNHRRSHTGDKPYICNECGKSFSKSSHLAVHQRIHTGEKPYKCNRCGKCFSQSSSLATHQTVHTGDKPYKCNECGKTFKRNSSL.... Result: 0 (no interaction). (4) The miRNA is hsa-miR-4466 with sequence GGGUGCGGGCCGGCGGGG. The protein sequence of the target gene is MALFRGMWSVLKALGRTGVEMCAGCGGRIPSSISLVCIPKCFSSMGSYPKKPMSSYLRFSTEQLPKFKAKHPDAKLSELVRKIAALWRELPEAEKKVYEADFKAEWKAYKEAVSKYKEQLTPSQLMGMEKEARQRRLKKKALVKRRELILLGKPKRPRSAYNIYVSESFQEAKDDSAQGKLKLVNEAWKNLSPEEKQAYIQLAKDDRIRYDNEMKSWEEQMAEVGRSDLIRRSVKRSGDISEH. Result: 0 (no interaction). (5) The miRNA is hsa-miR-4327 with sequence GGCUUGCAUGGGGGACUGG. The protein sequence of the target gene is MALFPAFAGLSEAPDGGSSRKELDWLSNPSFCVGSITSLSQQTEAAPAHVSEGLPLTRSHLKSESSDESDTNKKLKQTSRKKKKEKKKKRKHQHHKKTKRKHGPSSSSRSETDTDSEKDKPSRGVGGSKKESEEPNQGNNAAADTGHRFVWLEDIQAVTGETFRTDKKPDPANWEYKSLYRGDIARYKRKGDSCLGINPKKQCISWEGTSTEKKHSRKQVERYFTKKSVGLMNIDGVAISSKTEPPSSEPISFIPVKDLEDAAPVTTWLNPLGIYDQSTTHWLQGQGPPEQESKQPDAQP.... Result: 0 (no interaction). (6) The miRNA is mmu-miR-453 with sequence AGGUUGCCUCAUAGUGAGCUUGCA. The protein sequence of the target gene is MDFLLALVLVSSLYLQAAAEFDGRWPRQIVSSIGLCRYGGRIDCCWGWARQSWGQCQPVCQPRCKHGECIGPNKCKCHPGYAGKTCNQDLNECGLKPRPCKHRCMNTYGSYKCYCLNGYMLMPDGSCSSALTCSMANCQYGCDVVKGQIRCQCPSPGLQLAPDGRTCVDVDECATGRASCPRFRQCVNTFGSYICKCHKGFDLMYIGGKYQCHDIDECSLGQYQCSSFARCYNIRGSYKCKCKEGYQGDGLTCVYIPKVMIEPSGPIHVPKGNGTILKGDTGNNNWIPDVGSTWWPPKTP.... Result: 0 (no interaction). (7) The miRNA is hsa-miR-26b-5p with sequence UUCAAGUAAUUCAGGAUAGGU. The protein sequence of the target gene is MTSPVLVDIREEVTCPICLELLTEPLSIDCGHSFCQACITPNGRESVIGQEGERSCPVCQTSYQPGNLRPNRHLANIVRRLREVVLGPGKQLKAVLCADHGEKLQLFCQEDGKVICWLCERSQEHRGHHTFLVEEVAQEYQEKFQESLKKLKNEEQEAEKLTAFIREKKTSWKNQMEPERCRIQTEFNQLRNILDRVEQRELKKLEQEEKKGLRIIEEAENDLVHQTQSLRELISDLERRCQGSTMELLQDVSDVTERSEFWTLRKPEALPTKLRSMFRAPDLKRMLRVCRELTDVQSYW.... Result: 1 (interaction). (8) The miRNA is hsa-miR-30c-1-3p with sequence CUGGGAGAGGGUUGUUUACUCC. The protein sequence of the target gene is MVFTPEDRLGKQCLLLPLLLLAAWKVGSGQLHYSVPEEAKHGTFVGRIAQDLGLELAELVPRLFRMASKDREDLLEVNLQNGILFVNSRIDREELCGRSAECSIHLEVIVDRPLQVFHVDVEVRDINDNPPLFPVEEQRVLIYESRLPDSVFPLEGASDADVGSNSILTYKLSSSEYFGLDVKINSDDNKQIGLLLKKSLDREEAPAHNLFLTATDGGKPELTGTVQLLVTVLDVNDNAPTFEQSEYEVRIFENADNGTTVIRLNASDRDEGANGAISYSFNSLVAAMVIDHFSIDRNTG.... Result: 1 (interaction).